From a dataset of Full USPTO retrosynthesis dataset with 1.9M reactions from patents (1976-2016). Predict the reactants needed to synthesize the given product. (1) Given the product [NH2:20][C:17]1[S:18][CH2:19][C:13]2([N:16]=1)[CH:12]1[CH:7]([CH2:8][CH:9]([OH:28])[CH2:10][CH2:11]1)[O:6][C:5]1[C:14]2=[CH:15][C:2]([C:32]2[CH:33]=[N:34][CH:35]=[C:30]([Cl:29])[CH:31]=2)=[CH:3][CH:4]=1, predict the reactants needed to synthesize it. The reactants are: Br[C:2]1[CH:15]=[C:14]2[C:5]([O:6][CH:7]3[CH:12]([C:13]42[CH2:19][S:18][C:17]([NH:20]C(=O)OC(C)(C)C)=[N:16]4)[CH2:11][CH2:10][CH:9]([OH:28])[CH2:8]3)=[CH:4][CH:3]=1.[Cl:29][C:30]1[CH:31]=[C:32](B(O)O)[CH:33]=[N:34][CH:35]=1.C([O-])([O-])=O.[Na+].[Na+].O1CCOCC1. (2) Given the product [CH:22]1([CH2:21][NH:20][C:12]2[C:13]3[C:18]([CH3:19])=[N:17][CH:16]=[N:15][C:14]=3[N:9]([OH:8])[C:10](=[O:28])[CH:11]=2)[CH2:23][CH2:24][CH2:25][CH2:26][CH2:27]1, predict the reactants needed to synthesize it. The reactants are: C([O:8][N:9]1[C:14]2[N:15]=[CH:16][N:17]=[C:18]([CH3:19])[C:13]=2[C:12]([NH:20][CH2:21][CH:22]2[CH2:27][CH2:26][CH2:25][CH2:24][CH2:23]2)=[CH:11][C:10]1=[O:28])C1C=CC=CC=1.CO.[H][H].